This data is from Full USPTO retrosynthesis dataset with 1.9M reactions from patents (1976-2016). The task is: Predict the reactants needed to synthesize the given product. (1) Given the product [C:18]1([CH3:34])[CH:19]=[CH:20][C:12]([NH:11][C:9]2[C:8]([C:23]([NH2:25])=[O:24])=[CH:7][N:6]=[C:5]([NH:4][CH2:3][C@@H:2]([NH2:1])[CH2:26][CH:27]([F:29])[F:28])[N:10]=2)=[CH:13][CH:17]=1, predict the reactants needed to synthesize it. The reactants are: [NH2:1][C@@H:2]([CH2:26][CH:27]([F:29])[F:28])[CH2:3][NH:4][C:5]1[N:10]=[C:9]([NH:11][C:12]2[CH:20]=[CH:19][CH:18]=[C:17]3[C:13]=2C=CN3CC)[C:8]([C:23]([NH2:25])=[O:24])=[CH:7][N:6]=1.B(Br)(Br)Br.[CH2:34](Cl)Cl. (2) Given the product [F:3][C:4]1[C:9]([C:10]([F:13])([F:12])[F:11])=[CH:8][C:7]([OH:14])=[C:6]([C:21]2[CH:26]=[CH:25][N:24]=[N:23][CH:22]=2)[CH:5]=1, predict the reactants needed to synthesize it. The reactants are: [F-].[Cs+].[F:3][C:4]1[C:9]([C:10]([F:13])([F:12])[F:11])=[CH:8][C:7]([OH:14])=[C:6](I)[CH:5]=1.C([Sn](CCCC)(CCCC)[C:21]1[CH:26]=[CH:25][N:24]=[N:23][CH:22]=1)CCC. (3) Given the product [F:1][C:2]1[CH:3]=[C:4]([C:9](=[O:11])[CH2:8][C:5]2[CH:4]=[CH:3][C:2]([F:1])=[CH:7][CH:6]=2)[CH:5]=[CH:13][C:12]=1[OH:16], predict the reactants needed to synthesize it. The reactants are: [F:1][C:2]1[CH:7]=[CH:6][C:5]([CH2:8][C:9]([OH:11])=O)=[CH:4][CH:3]=1.[C:12](Cl)(=[O:16])[C:13](Cl)=O. (4) The reactants are: C([O:3][C:4]([C:6]1[C:7]2[N:8]=[CH:9][CH:10]=[N:11][C:12]=2[C:13]([C:16]2[C:21]([F:22])=[C:20]([O:23][CH3:24])[CH:19]=[C:18]([O:25][CH3:26])[C:17]=2[Cl:27])=[CH:14][CH:15]=1)=O)C.[O:28]=[S:29]1(=[O:43])[CH2:34][CH2:33][N:32]([CH2:35][C:36]2[CH:37]=[CH:38][C:39]([NH2:42])=[N:40][CH:41]=2)[CH2:31][CH2:30]1.C[Al](C)C.C([O-])(O)=O.[Na+]. Given the product [O:43]=[S:29]1(=[O:28])[CH2:30][CH2:31][N:32]([CH2:35][C:36]2[CH:37]=[CH:38][C:39]([NH:42][C:4]([C:6]3[C:7]4[N:8]=[CH:9][CH:10]=[N:11][C:12]=4[C:13]([C:16]4[C:21]([F:22])=[C:20]([O:23][CH3:24])[CH:19]=[C:18]([O:25][CH3:26])[C:17]=4[Cl:27])=[CH:14][CH:15]=3)=[O:3])=[N:40][CH:41]=2)[CH2:33][CH2:34]1, predict the reactants needed to synthesize it. (5) Given the product [N:11]1([CH2:16][C:17]2[CH:18]=[CH:19][C:20]([C:4]3[CH:3]=[C:2]([NH2:1])[CH:7]=[CH:6][CH:5]=3)=[N:21][CH:22]=2)[CH:15]=[CH:14][N:13]=[CH:12]1, predict the reactants needed to synthesize it. The reactants are: [NH2:1][C:2]1[CH:3]=[C:4](B(O)O)[CH:5]=[CH:6][CH:7]=1.[N:11]1([CH2:16][C:17]2[CH:18]=[CH:19][C:20](Br)=[N:21][CH:22]=2)[CH:15]=[CH:14][N:13]=[CH:12]1. (6) The reactants are: Br[C:2]1[CH:3]=[C:4]([C:15]#[N:16])[CH:5]=[C:6]2[C:10]=1[NH:9][C:8]([C:11]([NH2:13])=[O:12])=[C:7]2[CH3:14].[F:17][C:18]1[CH:23]=[CH:22][C:21](B(O)O)=[CH:20][CH:19]=1. Given the product [C:15]([C:4]1[CH:5]=[C:6]2[C:10](=[C:2]([C:21]3[CH:22]=[CH:23][C:18]([F:17])=[CH:19][CH:20]=3)[CH:3]=1)[NH:9][C:8]([C:11]([NH2:13])=[O:12])=[C:7]2[CH3:14])#[N:16], predict the reactants needed to synthesize it. (7) Given the product [Cl:1][C:2]1[CH:3]=[C:4]([CH:26]([C:22]2[N:23]=[CH:24][S:25][C:21]=2[CH3:20])[OH:27])[CH:5]=[CH:6][CH:7]=1, predict the reactants needed to synthesize it. The reactants are: [Cl:1][C:2]1[CH:3]=[C:4](Br)[CH:5]=[CH:6][CH:7]=1.[Li]CCCC.CCCCCC.[CH3:20][C:21]1[S:25][CH:24]=[N:23][C:22]=1[CH:26]=[O:27].